From a dataset of Forward reaction prediction with 1.9M reactions from USPTO patents (1976-2016). Predict the product of the given reaction. Given the reactants [CH:1]1([CH2:7][CH:8]([CH2:12][C:13]([N:15]2[CH2:20][CH2:19][O:18][CH2:17][CH2:16]2)=[O:14])[C:9]([OH:11])=O)[CH2:6][CH2:5][CH2:4][CH2:3][CH2:2]1.OC(C(F)(F)F)=O.[NH2:28][CH:29]([CH2:43][CH3:44])[CH:30]([C:32]1[O:33][C:34]([C:37]2[CH:42]=[CH:41]C=CC=2)=N[N:36]=1)[OH:31].C1C=CC2N(O)N=[N:51][C:49]=2C=1.C(Cl)CCl.CN1CCOCC1, predict the reaction product. The product is: [CH:1]1([CH2:7][CH:8]([CH2:12][C:13]([N:15]2[CH2:20][CH2:19][O:18][CH2:17][CH2:16]2)=[O:14])[C:9]([NH:28][CH:29]([CH:30]([OH:31])[C:32]2[O:33][C:34]3[C:49]([N:36]=2)=[N:51][CH:41]=[CH:42][CH:37]=3)[CH2:43][CH3:44])=[O:11])[CH2:2][CH2:3][CH2:4][CH2:5][CH2:6]1.